The task is: Predict which catalyst facilitates the given reaction.. This data is from Catalyst prediction with 721,799 reactions and 888 catalyst types from USPTO. (1) Reactant: [C:1]1([C:7]2[N:11]3[CH:12]=[CH:13][CH:14]=[CH:15][C:10]3=[N:9][C:8]=2[C:16]2[CH:23]=[CH:22][C:19]([CH:20]=O)=[CH:18][CH:17]=2)[CH:6]=[CH:5][CH:4]=[CH:3][CH:2]=1.C(N(CC)CC)C.Cl.Cl.[S:33]1[CH:37]=[CH:36][CH:35]=[C:34]1[C:38]1[NH:42][N:41]=[C:40]([CH:43]2[CH2:48][CH2:47][NH:46][CH2:45][CH2:44]2)[N:39]=1.C(O)(=O)C.[BH-](OC(C)=O)(OC(C)=O)OC(C)=O.[Na+]. Product: [C:1]1([C:7]2[N:11]3[CH:12]=[CH:13][CH:14]=[CH:15][C:10]3=[N:9][C:8]=2[C:16]2[CH:23]=[CH:22][C:19]([CH2:20][N:46]3[CH2:47][CH2:48][CH:43]([C:40]4[NH:39][C:38]([C:34]5[S:33][CH:37]=[CH:36][CH:35]=5)=[N:42][N:41]=4)[CH2:44][CH2:45]3)=[CH:18][CH:17]=2)[CH:6]=[CH:5][CH:4]=[CH:3][CH:2]=1. The catalyst class is: 396. (2) Reactant: C1C2C(COC([NH:18][C@:19]34[CH2:55][CH2:54][C@@H:53]([CH:56]([CH3:59])[CH2:57][OH:58])[C@@H:20]3[C@@H:21]3[C@@:34]([CH3:37])([CH2:35][CH2:36]4)[C@@:33]4([CH3:38])[C@@H:24]([C@:25]5([CH3:52])[C@@H:30]([CH2:31][CH2:32]4)[C:29]([CH3:40])([CH3:39])[C:28]([C:41]4[CH:50]=[CH:49][C:44]([C:45]([O:47][CH3:48])=[O:46])=[C:43]([F:51])[CH:42]=4)=[CH:27][CH2:26]5)[CH2:23][CH2:22]3)=O)C3C(=CC=CC=3)C=2C=CC=1.N1CCCCC1. Product: [NH2:18][C@:19]12[CH2:55][CH2:54][C@@H:53]([CH:56]([CH3:59])[CH2:57][OH:58])[C@@H:20]1[C@@H:21]1[C@@:34]([CH3:37])([CH2:35][CH2:36]2)[C@@:33]2([CH3:38])[C@@H:24]([C@:25]3([CH3:52])[C@@H:30]([CH2:31][CH2:32]2)[C:29]([CH3:39])([CH3:40])[C:28]([C:41]2[CH:50]=[CH:49][C:44]([C:45]([O:47][CH3:48])=[O:46])=[C:43]([F:51])[CH:42]=2)=[CH:27][CH2:26]3)[CH2:23][CH2:22]1. The catalyst class is: 1. (3) Reactant: O=C1C2C(=CC=CC=2)C(=O)[N:3]1[CH2:12][C@@H:13]([NH:25][C:26]([C:28]1[S:29][C:30]([CH2:39][CH3:40])=[C:31]([C:33]2[N:37]([CH3:38])[N:36]=[CH:35][CH:34]=2)[CH:32]=1)=[O:27])[CH2:14][C:15]1[CH:20]=[CH:19][CH:18]=[CH:17][C:16]=1[C:21]([F:24])([F:23])[F:22].NN.Cl. Product: [NH2:3][CH2:12][C@@H:13]([NH:25][C:26]([C:28]1[S:29][C:30]([CH2:39][CH3:40])=[C:31]([C:33]2[N:37]([CH3:38])[N:36]=[CH:35][CH:34]=2)[CH:32]=1)=[O:27])[CH2:14][C:15]1[CH:20]=[CH:19][CH:18]=[CH:17][C:16]=1[C:21]([F:24])([F:23])[F:22]. The catalyst class is: 83. (4) Reactant: [CH2:1]([N:8]1[CH:16]=[C:15]2[C:10]([CH:11]=[C:12]([C:17]3[CH:18]=[C:19]([CH2:27][CH:28]4[O:33][CH2:32][CH2:31][NH:30][CH2:29]4)[N:20]4[C:25]=3[C:24]([NH2:26])=[N:23][CH:22]=[N:21]4)[CH:13]=[CH:14]2)=[N:9]1)[C:2]1[CH:7]=[CH:6][CH:5]=[CH:4][CH:3]=1.Cl[CH2:35][C:36]([N:38]([CH3:40])[CH3:39])=[O:37].C(N(CC)C(C)C)(C)C. The catalyst class is: 5. Product: [NH2:26][C:24]1[C:25]2=[C:17]([C:12]3[CH:13]=[CH:14][C:15]4[C:10]([CH:11]=3)=[N:9][N:8]([CH2:1][C:2]3[CH:3]=[CH:4][CH:5]=[CH:6][CH:7]=3)[CH:16]=4)[CH:18]=[C:19]([CH2:27][CH:28]3[O:33][CH2:32][CH2:31][N:30]([CH2:35][C:36]([N:38]([CH3:40])[CH3:39])=[O:37])[CH2:29]3)[N:20]2[N:21]=[CH:22][N:23]=1. (5) Reactant: [CH2:1]([N:3]([CH:19]1[CH2:24][CH2:23][N:22]([CH:25]([CH3:27])[CH3:26])[CH2:21][CH2:20]1)[C:4]1[C:5]([CH3:18])=[C:6]([CH:11]=[C:12]([C:14]([F:17])([F:16])[F:15])[CH:13]=1)[C:7]([O:9]C)=[O:8])[CH3:2].[OH-].[Na+].Cl. Product: [CH2:1]([N:3]([CH:19]1[CH2:24][CH2:23][N:22]([CH:25]([CH3:26])[CH3:27])[CH2:21][CH2:20]1)[C:4]1[C:5]([CH3:18])=[C:6]([CH:11]=[C:12]([C:14]([F:15])([F:17])[F:16])[CH:13]=1)[C:7]([OH:9])=[O:8])[CH3:2]. The catalyst class is: 5. (6) Reactant: [CH3:1][CH:2]([CH3:6])[CH:3]([NH2:5])[CH3:4].[O:7]1[CH2:11][CH2:10][CH2:9][CH2:8]1.C([O-])(=[O:14])C.[Na+]. Product: [CH3:1][CH:2]([CH3:6])[CH:3]([NH:5][C:8](=[O:7])[CH2:9][C:10](=[O:14])[CH3:11])[CH3:4]. The catalyst class is: 6. (7) Reactant: [CH2:1]([N:3]([CH2:20][CH3:21])[C:4]1[CH:19]=[CH:18][C:7]([C:8]([NH:10][C:11]2[CH:16]=[CH:15][C:14]([F:17])=[CH:13][CH:12]=2)=O)=[CH:6][N:5]=1)[CH3:2].[H-].COCCO[Al+]OCCOC.[Na+].[H-]. Product: [F:17][C:14]1[CH:15]=[CH:16][C:11]([NH:10][CH2:8][C:7]2[CH:18]=[CH:19][C:4]([N:3]([CH2:20][CH3:21])[CH2:1][CH3:2])=[N:5][CH:6]=2)=[CH:12][CH:13]=1. The catalyst class is: 359.